Dataset: Catalyst prediction with 721,799 reactions and 888 catalyst types from USPTO. Task: Predict which catalyst facilitates the given reaction. (1) Reactant: Br[C:2]1[CH:7]=[C:6]([CH3:8])[C:5]([CH:9]([C:18]2[CH:23]=[C:22]([F:24])[CH:21]=[CH:20][C:19]=2[F:25])[S:10][C:11]2[CH:16]=[CH:15][C:14]([CH3:17])=[CH:13][CH:12]=2)=[CH:4][N:3]=1.C([Li])CCC.CN(C)[CH:33]=[O:34].O. Product: [F:25][C:19]1[CH:20]=[CH:21][C:22]([F:24])=[CH:23][C:18]=1[CH:9]([S:10][C:11]1[CH:16]=[CH:15][C:14]([CH3:17])=[CH:13][CH:12]=1)[C:5]1[C:6]([CH3:8])=[CH:7][C:2]([CH:33]=[O:34])=[N:3][CH:4]=1. The catalyst class is: 11. (2) Reactant: CC(C[AlH]CC(C)C)C.C1(C)C=CC=CC=1.C[O:18][C:19]([CH:21]1[N:26]([C:27]([O:29][C:30]([CH3:33])([CH3:32])[CH3:31])=[O:28])[CH2:25][CH:24]2[CH:22]1[CH2:23]2)=O.[OH-].[Na+]. Product: [C:30]([O:29][C:27]([N:26]1[CH2:25][CH:24]2[CH:22]([CH2:23]2)[CH:21]1[CH2:19][OH:18])=[O:28])([CH3:33])([CH3:32])[CH3:31]. The catalyst class is: 1. (3) Reactant: [F:1][C:2]1[CH:34]=[CH:33][C:5]([CH2:6][CH2:7][C:8]2[CH:17]=[CH:16][C:15]([CH:18]([O:24][CH2:25][CH2:26][C:27]3[N:31]([CH3:32])[CH:30]=[N:29][CH:28]=3)[C:19]3[S:20][CH:21]=[CH:22][N:23]=3)=[CH:14][C:9]=2[C:10]([O:12]C)=[O:11])=[CH:4][CH:3]=1.[OH-].[Na+]. Product: [F:1][C:2]1[CH:3]=[CH:4][C:5]([CH2:6][CH2:7][C:8]2[CH:17]=[CH:16][C:15]([CH:18]([O:24][CH2:25][CH2:26][C:27]3[N:31]([CH3:32])[CH:30]=[N:29][CH:28]=3)[C:19]3[S:20][CH:21]=[CH:22][N:23]=3)=[CH:14][C:9]=2[C:10]([OH:12])=[O:11])=[CH:33][CH:34]=1. The catalyst class is: 24. (4) Reactant: C([Si](C)(C)[O:6][CH2:7][CH2:8][O:9][C:10]1[CH:11]=[C:12]([CH:33]=[CH:34][CH:35]=1)[CH2:13][N:14]([CH3:32])[C:15]1[NH:16][C:17]2[C:22]([C:23](=[O:25])[N:24]=1)=[C:21]([O:26][CH3:27])[C:20]([O:28][CH3:29])=[C:19]([O:30][CH3:31])[CH:18]=2)(C)(C)C.[N+](CCCC)(CCCC)(CCCC)CCCC.[F-]. Product: [OH:6][CH2:7][CH2:8][O:9][C:10]1[CH:11]=[C:12]([CH:33]=[CH:34][CH:35]=1)[CH2:13][N:14]([CH3:32])[C:15]1[NH:16][C:17]2[C:22]([C:23](=[O:25])[N:24]=1)=[C:21]([O:26][CH3:27])[C:20]([O:28][CH3:29])=[C:19]([O:30][CH3:31])[CH:18]=2. The catalyst class is: 1.